Predict the product of the given reaction. From a dataset of Forward reaction prediction with 1.9M reactions from USPTO patents (1976-2016). (1) Given the reactants [S:1]1[C:5]2[CH:6]=[CH:7][C:8]([CH:10]=O)=[CH:9][C:4]=2[CH:3]=[CH:2]1.[CH3:12][C:13]1([CH3:21])[O:20][C:18](=[O:19])[CH2:17][C:15](=[O:16])[O:14]1.N1CCCC1C(O)=O.[CH3:30][S:31][CH2:32][C:33]1[CH:34]=[CH:35][CH:36]=[C:37]2[C:41]=1[NH:40][CH:39]=[CH:38]2, predict the reaction product. The product is: [S:1]1[C:5]2[CH:6]=[CH:7][C:8]([CH:10]([C:38]3[C:37]4[C:41](=[C:33]([CH2:32][S:31][CH3:30])[CH:34]=[CH:35][CH:36]=4)[NH:40][CH:39]=3)[CH:17]3[C:18](=[O:19])[O:20][C:13]([CH3:21])([CH3:12])[O:14][C:15]3=[O:16])=[CH:9][C:4]=2[CH:3]=[CH:2]1. (2) Given the reactants [CH2:1]([O:3][C:4](=[O:32])[CH:5]([C:10]1[CH:11]=[C:12]([C:22]2[CH:27]=[CH:26][C:25]([C:28]([F:31])([F:30])[F:29])=[CH:24][CH:23]=2)[CH:13]=[C:14]([CH:16]2[CH2:21][CH2:20][CH2:19][CH2:18][NH:17]2)[CH:15]=1)[CH2:6][CH:7]([CH3:9])[CH3:8])[CH3:2].I[CH2:34][CH2:35][CH:36]([CH3:38])[CH3:37].C(=O)([O-])[O-].[Cs+].[Cs+], predict the reaction product. The product is: [CH2:1]([O:3][C:4](=[O:32])[CH:5]([C:10]1[CH:11]=[C:12]([C:22]2[CH:23]=[CH:24][C:25]([C:28]([F:29])([F:30])[F:31])=[CH:26][CH:27]=2)[CH:13]=[C:14]([CH:16]2[CH2:21][CH2:20][CH2:19][CH2:18][N:17]2[CH2:34][CH2:35][CH:36]([CH3:38])[CH3:37])[CH:15]=1)[CH2:6][CH:7]([CH3:9])[CH3:8])[CH3:2].